Dataset: Full USPTO retrosynthesis dataset with 1.9M reactions from patents (1976-2016). Task: Predict the reactants needed to synthesize the given product. (1) Given the product [C:36]1([C:39]2[CH:40]=[CH:41][CH:42]=[CH:43][CH:44]=2)[CH:37]=[CH:38][C:33]([CH2:32][CH2:31][NH:30][C:29]([CH:8]([CH2:9][CH2:10][P:11]([OH:21])([OH:13])=[O:12])[CH2:7][C:6]([OH:46])=[O:5])=[O:45])=[CH:34][CH:35]=1, predict the reactants needed to synthesize it. The reactants are: C([O:5][C:6](=[O:46])[CH2:7][CH:8]([C:29](=[O:45])[NH:30][CH2:31][CH2:32][C:33]1[CH:38]=[CH:37][C:36]([C:39]2[CH:44]=[CH:43][CH:42]=[CH:41][CH:40]=2)=[CH:35][CH:34]=1)[CH2:9][CH2:10][P:11]([O:21]CC1C=CC=CC=1)([O:13]CC1C=CC=CC=1)=[O:12])(C)(C)C.C1(C2C=CC=CC=2)C=CC(CCNC(C(CC(=O)NO)CC(O)=O)=O)=CC=1. (2) Given the product [C:8]1([C@@H:6]([CH3:1])[CH2:5][OH:7])[CH:13]=[CH:12][CH:11]=[CH:10][CH:9]=1, predict the reactants needed to synthesize it. The reactants are: [CH3:1][Al](C)C.[CH2:5]1[O:7][C@@H:6]1[C:8]1[CH:13]=[CH:12][CH:11]=[CH:10][CH:9]=1. (3) Given the product [CH2:11]([N:18]1[CH2:23][CH:22]2[CH2:24][CH:19]1[CH2:20][N:21]2[CH2:8][C:9]#[N:10])[C:12]1[CH:13]=[CH:14][CH:15]=[CH:16][CH:17]=1, predict the reactants needed to synthesize it. The reactants are: C(=O)([O-])[O-].[K+].[K+].Cl[CH2:8][C:9]#[N:10].[CH2:11]([N:18]1[CH2:23][CH:22]2[CH2:24][CH:19]1[CH2:20][NH:21]2)[C:12]1[CH:17]=[CH:16][CH:15]=[CH:14][CH:13]=1. (4) Given the product [C:26]([O:30][C:31]([NH:33][C@@H:34]([C:36]1[C:37]([F:65])=[C:38]([C:2]2[CH:23]=[C:22]([CH:24]=[O:25])[CH:21]=[C:4]([CH2:5][O:6][C:7]3[CH:12]=[CH:11][CH:10]=[CH:9][C:8]=3[CH2:13][C:14]([O:16][C:17]([CH3:20])([CH3:19])[CH3:18])=[O:15])[CH:3]=2)[CH:39]=[CH:40][CH:41]=1)[CH3:35])=[O:32])([CH3:27])([CH3:28])[CH3:29], predict the reactants needed to synthesize it. The reactants are: Br[C:2]1[CH:3]=[C:4]([CH:21]=[C:22]([CH:24]=[O:25])[CH:23]=1)[CH2:5][O:6][C:7]1[CH:12]=[CH:11][CH:10]=[CH:9][C:8]=1[CH2:13][C:14]([O:16][C:17]([CH3:20])([CH3:19])[CH3:18])=[O:15].[C:26]([O:30][C:31]([NH:33][C@@H:34]([C:36]1[C:37]([F:65])=[C:38](C2C=C(O)C=C(COC3C=CC=CC=3CC(OC(C)(C)C)=O)C=2)[CH:39]=[CH:40][CH:41]=1)[CH3:35])=[O:32])([CH3:29])([CH3:28])[CH3:27].C(Cl)Cl.[O-]P([O-])([O-])=O.[K+].[K+].[K+]. (5) Given the product [Cl:19][C:20]1[N:21]([CH2:28][C@@:29]([CH3:32])([OH:30])[CH2:31][N:12]2[CH2:13][CH2:14][CH:9]([CH2:8][C:7]3[CH:6]=[CH:5][C:4]([O:3][C:2]([F:17])([F:1])[F:18])=[CH:16][CH:15]=3)[CH2:10][CH2:11]2)[CH:22]=[C:23]([N+:25]([O-:27])=[O:26])[N:24]=1, predict the reactants needed to synthesize it. The reactants are: [F:1][C:2]([F:18])([F:17])[O:3][C:4]1[CH:16]=[CH:15][C:7]([CH2:8][CH:9]2[CH2:14][CH2:13][NH:12][CH2:11][CH2:10]2)=[CH:6][CH:5]=1.[Cl:19][C:20]1[N:21]([CH2:28][C@:29]2([CH3:32])[CH2:31][O:30]2)[CH:22]=[C:23]([N+:25]([O-:27])=[O:26])[N:24]=1. (6) The reactants are: [Cl:1][CH2:2][CH2:3][CH2:4][NH:5][CH2:6][C:7]([F:10])([F:9])[F:8].ClCCl.Cl[C:15]([O:17][C:18]1[CH:23]=[CH:22][CH:21]=[CH:20][CH:19]=1)=[O:16]. Given the product [Cl:1][CH2:2][CH2:3][CH2:4][N:5]([CH2:6][C:7]([F:10])([F:9])[F:8])[C:15](=[O:16])[O:17][C:18]1[CH:23]=[CH:22][CH:21]=[CH:20][CH:19]=1, predict the reactants needed to synthesize it. (7) Given the product [Cl:1][C:2]1[CH:7]=[CH:6][CH:5]=[CH:4][C:3]=1[S:8]([C@H:11]1[CH2:15][N:14]([C:35]([C:32]2([N:28]3[CH2:29][CH2:30][CH2:31][CH:26]([CH3:25])[CH2:27]3)[CH2:34][CH2:33]2)=[O:36])[C@H:13]([C:16]([NH:18][C:19]2([C:22]#[N:23])[CH2:21][CH2:20]2)=[O:17])[CH2:12]1)(=[O:10])=[O:9], predict the reactants needed to synthesize it. The reactants are: [Cl:1][C:2]1[CH:7]=[CH:6][CH:5]=[CH:4][C:3]=1[S:8]([C@H:11]1[CH2:15][NH:14][C@H:13]([C:16]([NH:18][C:19]2([C:22]#[N:23])[CH2:21][CH2:20]2)=[O:17])[CH2:12]1)(=[O:10])=[O:9].Cl.[CH3:25][CH:26]1[CH2:31][CH2:30][CH2:29][N:28]([C:32]2([C:35](O)=[O:36])[CH2:34][CH2:33]2)[CH2:27]1.